This data is from Full USPTO retrosynthesis dataset with 1.9M reactions from patents (1976-2016). The task is: Predict the reactants needed to synthesize the given product. (1) Given the product [C:11]([O:15][C:16](=[O:36])[N:17]([C:18]1[CH:23]=[CH:22][C:21]([CH:24]([C:10]2[C:3]3[C:2]([Cl:1])=[N:7][CH:6]=[N:5][C:4]=3[NH:8][CH:9]=2)[OH:25])=[CH:20][N:19]=1)[CH2:26][C:27]1[C:28]([O:34][CH3:35])=[N:29][CH:30]=[C:31]([F:33])[CH:32]=1)([CH3:14])([CH3:12])[CH3:13], predict the reactants needed to synthesize it. The reactants are: [Cl:1][C:2]1[C:3]2[CH:10]=[CH:9][NH:8][C:4]=2[N:5]=[CH:6][N:7]=1.[C:11]([O:15][C:16](=[O:36])[N:17]([CH2:26][C:27]1[C:28]([O:34][CH3:35])=[N:29][CH:30]=[C:31]([F:33])[CH:32]=1)[C:18]1[CH:23]=[CH:22][C:21]([CH:24]=[O:25])=[CH:20][N:19]=1)([CH3:14])([CH3:13])[CH3:12].C(=O)([O-])[O-].[Cs+].[Cs+].Cl. (2) Given the product [O:21]1[CH2:22][CH2:23][O:24][C:19]2[CH:18]=[C:17]([NH:16][C:12]3[C:13]4[CH2:14][CH2:15][N:6]([C:31]5[CH:30]=[C:29]([CH3:38])[CH:34]=[CH:33][CH:32]=5)[CH2:7][C:8]=4[N:9]=[CH:10][N:11]=3)[CH:26]=[CH:25][C:20]1=2, predict the reactants needed to synthesize it. The reactants are: Cl.FC(F)(F)CC[N:6]1[CH2:15][CH2:14][C:13]2[C:12]([NH:16][C:17]3[CH:26]=[CH:25][C:20]4[O:21][CH2:22][CH2:23][O:24][C:19]=4[CH:18]=3)=[N:11][CH:10]=[N:9][C:8]=2[CH2:7]1.[C:29]1([CH3:38])[CH:34]=[CH:33][CH:32]=[C:31](B(O)O)[CH:30]=1.C(N(CC)CC)C. (3) Given the product [Cl:20][C:18]1[CH:17]=[CH:16][N:15]=[C:14]([C:25]2[CH:26]=[N:21][CH:22]=[N:23][CH:24]=2)[CH:19]=1, predict the reactants needed to synthesize it. The reactants are: COCCOC.C(=O)([O-])[O-].[K+].[K+].Cl[C:14]1[CH:19]=[C:18]([Cl:20])[CH:17]=[CH:16][N:15]=1.[N:21]1[CH:26]=[C:25](B(O)O)[CH:24]=[N:23][CH:22]=1. (4) The reactants are: Cl[C:2]1[CH:7]=[CH:6][N:5]=[C:4]2[CH:8]=[C:9]([C:11]([N:13]3[CH2:16][CH:15]([OH:17])[CH2:14]3)=[O:12])[S:10][C:3]=12.[CH3:18][NH:19][C:20]([C:22]1[C:30]2[C:25](=[CH:26][C:27]([OH:31])=[CH:28][CH:29]=2)[N:24]([CH3:32])[C:23]=1[CH3:33])=[O:21].C([O-])([O-])=O.[Cs+].[Cs+]. Given the product [CH3:18][NH:19][C:20]([C:22]1[C:30]2[C:25](=[CH:26][C:27]([O:31][C:2]3[CH:7]=[CH:6][N:5]=[C:4]4[CH:8]=[C:9]([C:11]([N:13]5[CH2:16][CH:15]([OH:17])[CH2:14]5)=[O:12])[S:10][C:3]=34)=[CH:28][CH:29]=2)[N:24]([CH3:32])[C:23]=1[CH3:33])=[O:21], predict the reactants needed to synthesize it. (5) The reactants are: [Br:1][C:2]1[C:10]([OH:11])=[C:9]([F:12])[CH:8]=[C:7]2[C:3]=1[CH2:4][CH:5]([CH2:14][CH2:15][CH2:16][CH3:17])[C:6]2=[O:13].CI.[C:20](=O)(O)[O-].[Na+]. Given the product [Br:1][C:2]1[C:10]([O:11][CH3:20])=[C:9]([F:12])[CH:8]=[C:7]2[C:3]=1[CH2:4][CH:5]([CH2:14][CH2:15][CH2:16][CH3:17])[C:6]2=[O:13], predict the reactants needed to synthesize it. (6) Given the product [CH3:17][O:16][C:13]1[CH:14]=[CH:15][C:10]([N:8]([CH3:9])[C:4]2[CH:5]=[CH:6][CH:7]=[C:2]([N:22]3[CH2:23][CH2:24][N:19]([CH3:18])[CH2:20][CH2:21]3)[CH:3]=2)=[CH:11][CH:12]=1, predict the reactants needed to synthesize it. The reactants are: Cl[C:2]1[CH:3]=[C:4]([N:8]([C:10]2[CH:15]=[CH:14][C:13]([O:16][CH3:17])=[CH:12][CH:11]=2)[CH3:9])[CH:5]=[CH:6][CH:7]=1.[CH3:18][N:19]1[CH2:24][CH2:23][NH:22][CH2:21][CH2:20]1.C1(C2C=CC=CC=2)C=CC=CC=1P(C1CCCCC1)C1CCCCC1.CC([O-])(C)C.[K+]. (7) Given the product [OH:1][C@@H:2]([CH2:27][OH:28])[CH2:3][N:4]1[C:9](=[O:10])[C:8]2[C:11]([NH:18][C:19]3[CH:24]=[CH:23][C:22]([C:33]#[CH:34])=[CH:21][C:20]=3[F:26])=[C:12]([CH3:17])[C:13](=[O:16])[N:14]([CH3:15])[C:7]=2[N:6]=[CH:5]1, predict the reactants needed to synthesize it. The reactants are: [OH:1][C@@H:2]([CH2:27][OH:28])[CH2:3][N:4]1[C:9](=[O:10])[C:8]2[C:11]([NH:18][C:19]3[CH:24]=[CH:23][C:22](I)=[CH:21][C:20]=3[F:26])=[C:12]([CH3:17])[C:13](=[O:16])[N:14]([CH3:15])[C:7]=2[N:6]=[CH:5]1.C[Si]([C:33]#[CH:34])(C)C.C(N(CC)CC)C.